This data is from Forward reaction prediction with 1.9M reactions from USPTO patents (1976-2016). The task is: Predict the product of the given reaction. (1) Given the reactants C(OC([N:8]1[CH2:13][CH2:12][CH2:11][CH:10]([C:14]([NH:16][C:17]2[CH:22]=[CH:21][CH:20]=[CH:19][CH:18]=2)=[O:15])[CH2:9]1)=O)(C)(C)C.[ClH:23], predict the reaction product. The product is: [ClH:23].[NH:8]1[CH2:13][CH2:12][CH2:11][CH:10]([C:14]([NH:16][C:17]2[CH:22]=[CH:21][CH:20]=[CH:19][CH:18]=2)=[O:15])[CH2:9]1. (2) Given the reactants [N:1]1[CH:2]=[CH:3][N:4]2[CH2:9][CH2:8][NH:7][CH2:6][C:5]=12.[CH3:10][C:11]([CH3:31])([O:13][C:14]([NH:16][C@H:17]([CH2:22][C:23]1[CH:28]=[CH:27][C:26]([F:29])=[C:25]([F:30])[CH:24]=1)[CH2:18][C:19](O)=[O:20])=[O:15])[CH3:12].CCN(C(C)C)C(C)C.C1C=CC2N(O)N=NC=2C=1.C(Cl)CCl, predict the reaction product. The product is: [CH3:12][C:11]([CH3:31])([O:13][C:14]([NH:16][C@H:17]([CH2:22][C:23]1[CH:28]=[CH:27][C:26]([F:29])=[C:25]([F:30])[CH:24]=1)[CH2:18][C:19]([N:7]1[CH2:8][CH2:9][N:4]2[CH:3]=[CH:2][N:1]=[C:5]2[CH2:6]1)=[O:20])=[O:15])[CH3:10]. (3) Given the reactants [Cl:1][C:2]1[CH:7]=[CH:6][C:5]([C:8]2[C:13]([O:14][CH2:15][C:16]([F:19])([F:18])[F:17])=[CH:12][N:11]=[C:10]([C:20]([OH:22])=O)[CH:9]=2)=[CH:4][C:3]=1[CH3:23].[CH3:24][O:25][C:26]1[CH:30]=[C:29]([CH2:31][NH2:32])[O:28][N:27]=1, predict the reaction product. The product is: [Cl:1][C:2]1[CH:7]=[CH:6][C:5]([C:8]2[C:13]([O:14][CH2:15][C:16]([F:19])([F:17])[F:18])=[CH:12][N:11]=[C:10]([C:20]([NH:32][CH2:31][C:29]3[O:28][N:27]=[C:26]([O:25][CH3:24])[CH:30]=3)=[O:22])[CH:9]=2)=[CH:4][C:3]=1[CH3:23]. (4) Given the reactants C[Si](Cl)(C)C.Br[CH2:7][C:8]([O:10][CH2:11][CH3:12])=[O:9].Br[C:14]1[CH:23]=[CH:22][C:21]2[C:16](=[CH:17][CH:18]=[CH:19][CH:20]=2)[N:15]=1.C(OCC)(=O)C, predict the reaction product. The product is: [CH2:11]([O:10][C:8](=[O:9])[CH2:7][C:14]1[CH:23]=[CH:22][C:21]2[C:16](=[CH:17][CH:18]=[CH:19][CH:20]=2)[N:15]=1)[CH3:12]. (5) The product is: [C:1]([O:16][CH3:15])(=[O:10])[CH:2]=[CH:3][C:4]1[CH:9]=[CH:8][CH:7]=[CH:6][CH:5]=1. Given the reactants [CH:1](=[O:10])[CH:2]=[CH:3][C:4]1[CH:9]=[CH:8][CH:7]=[CH:6][CH:5]=1.C(C1C(=O)C(Cl)=C(Cl)[C:15](=[O:16])C=1C#N)#N, predict the reaction product. (6) Given the reactants [C:1]([O:5][C:6]([N:8]1[CH2:13][CH2:12][C:11](=[O:14])[CH2:10][CH2:9]1)=[O:7])([CH3:4])([CH3:3])[CH3:2].[CH3:15][Si:16](Cl)([CH3:18])[CH3:17].C(N(CC)CC)C, predict the reaction product. The product is: [C:1]([O:5][C:6]([N:8]1[CH2:9][CH:10]=[C:11]([O:14][Si:16]([CH3:18])([CH3:17])[CH3:15])[CH2:12][CH2:13]1)=[O:7])([CH3:4])([CH3:2])[CH3:3]. (7) Given the reactants [CH3:1][O:2][C:3]1[CH:8]=[C:7]([O:9][CH3:10])[CH:6]=[CH:5][C:4]=1[CH2:11][CH2:12][CH2:13][CH2:14][OH:15].[CH3:16][S:17](Cl)(=[O:19])=[O:18], predict the reaction product. The product is: [CH3:1][O:2][C:3]1[CH:8]=[C:7]([O:9][CH3:10])[CH:6]=[CH:5][C:4]=1[CH2:11][CH2:12][CH2:13][CH2:14][O:15][S:17]([CH3:16])(=[O:19])=[O:18]. (8) The product is: [Br:1][C:2]1[CH:7]=[CH:6][N:5]2[N:8]=[CH:9][C:10]([C:11]3[O:15][C:14]([S:16][C:23]4[CH:22]=[C:21]([N+:24]([O-:26])=[O:25])[CH:20]=[CH:19][C:18]=4[CH3:17])=[N:13][N:12]=3)=[C:4]2[CH:3]=1. Given the reactants [Br:1][C:2]1[CH:7]=[CH:6][N:5]2[N:8]=[CH:9][C:10]([C:11]3[O:15][C:14](=[S:16])[NH:13][N:12]=3)=[C:4]2[CH:3]=1.[CH3:17][C:18]1[CH:23]=[CH:22][C:21]([N+:24]([O-:26])=[O:25])=[CH:20][C:19]=1B(O)O, predict the reaction product. (9) Given the reactants [Cl:1][C:2]1[C:7]([Cl:8])=[CH:6][CH:5]=[CH:4][C:3]=1[N:9]1[CH2:14][CH2:13][N:12]([CH2:15][CH2:16][CH2:17][CH:18]=[CH:19][C:20]2[N:29]=[CH:28][C:27]3[C:26]([CH3:31])([CH3:30])[O:25][C:24](=[O:32])[NH:23][C:22]=3[CH:21]=2)[CH2:11][CH2:10]1, predict the reaction product. The product is: [Cl:1][C:2]1[C:7]([Cl:8])=[CH:6][CH:5]=[CH:4][C:3]=1[N:9]1[CH2:14][CH2:13][N:12]([CH2:15][CH2:16][CH2:17][CH2:18][CH2:19][C:20]2[N:29]=[CH:28][C:27]3[C:26]([CH3:30])([CH3:31])[O:25][C:24](=[O:32])[NH:23][C:22]=3[CH:21]=2)[CH2:11][CH2:10]1.